Dataset: Forward reaction prediction with 1.9M reactions from USPTO patents (1976-2016). Task: Predict the product of the given reaction. (1) Given the reactants [CH2:1]([C:5]1[CH:11]=[CH:10][C:8]([OH:9])=[CH:7][C:6]=1[OH:12])[CH2:2][CH2:3][CH3:4].[C:13](O)(=[O:16])[CH:14]=[CH2:15], predict the reaction product. The product is: [CH2:1]([C:5]1[CH:11]=[C:10]2[C:8](=[CH:7][C:6]=1[OH:12])[O:9][C:13](=[O:16])[CH2:14][CH2:15]2)[CH2:2][CH2:3][CH3:4]. (2) Given the reactants [Na].[NH2:2][C:3]([NH2:5])=[S:4].[C:6]([C:8]([C:20]#[N:21])=[CH:9][C:10]1[CH:15]=[CH:14][C:13]([NH:16][C:17](=[O:19])[CH3:18])=[CH:12][CH:11]=1)#[N:7], predict the reaction product. The product is: [NH2:21][C:20]1[C:8]([C:6]#[N:7])=[C:9]([C:10]2[CH:15]=[CH:14][C:13]([NH:16][C:17](=[O:19])[CH3:18])=[CH:12][CH:11]=2)[NH:2][CH:3]([SH:4])[N:5]=1.